Dataset: Forward reaction prediction with 1.9M reactions from USPTO patents (1976-2016). Task: Predict the product of the given reaction. (1) Given the reactants [F:1][C:2]([F:38])([F:37])[C:3]1[CH:4]=[C:5]([CH:30]=[C:31]([C:33]([F:36])([F:35])[F:34])[CH:32]=1)[C:6]([N:8]1[CH2:13][CH2:12][N:11]([CH2:14][C:15]#[C:16][CH2:17][Cl:18])[CH2:10][C@H:9]1[CH2:19][C:20]1[CH:29]=[CH:28][C:27]2[C:22](=[CH:23][CH:24]=[CH:25][CH:26]=2)[CH:21]=1)=[O:7].[ClH:39].[CH3:40][C:41]1([CH3:47])[CH2:46][O:45][CH2:44][CH2:43][NH:42]1.C(=O)([O-])[O-].[K+].[K+].[I-].[K+], predict the reaction product. The product is: [ClH:18].[ClH:39].[F:1][C:2]([F:38])([F:37])[C:3]1[CH:4]=[C:5]([CH:30]=[C:31]([C:33]([F:36])([F:35])[F:34])[CH:32]=1)[C:6]([N:8]1[CH2:13][CH2:12][N:11]([CH2:14][C:15]#[C:16][CH2:17][N:42]2[CH2:43][CH2:44][O:45][CH2:46][C:41]2([CH3:47])[CH3:40])[CH2:10][C@H:9]1[CH2:19][C:20]1[CH:29]=[CH:28][C:27]2[C:22](=[CH:23][CH:24]=[CH:25][CH:26]=2)[CH:21]=1)=[O:7]. (2) Given the reactants Cl[C:2]1[CH:3]=[C:4]([NH:11][C:12]2[CH:17]=[CH:16][CH:15]=[C:14]([N:18]3[CH2:22][CH2:21][CH2:20][CH:19]3[CH3:23])[N:13]=2)[C:5]2[N:6]([CH:8]=[CH:9][N:10]=2)[N:7]=1.[CH3:24][O:25][C:26]1[CH:27]=[C:28](B(O)O)[CH:29]=[CH:30][CH:31]=1.CC(C1C=C(C(C)C)C(C2C=CC=CC=2P(C2CCCCC2)C2CCCCC2)=C(C(C)C)C=1)C.C([O-])([O-])=O.[Na+].[Na+], predict the reaction product. The product is: [CH3:24][O:25][C:26]1[CH:31]=[C:30]([C:2]2[CH:3]=[C:4]([NH:11][C:12]3[CH:17]=[CH:16][CH:15]=[C:14]([N:18]4[CH2:22][CH2:21][CH2:20][CH:19]4[CH3:23])[N:13]=3)[C:5]3[N:6]([CH:8]=[CH:9][N:10]=3)[N:7]=2)[CH:29]=[CH:28][CH:27]=1. (3) Given the reactants [OH:1][CH2:2][C:3]([NH:6][C:7]1[S:8][CH:9]=[C:10]([C:12]2[N:16]([CH3:17])[CH:15]=[C:14]([C:18]#[N:19])[CH:13]=2)[N:11]=1)([CH3:5])[CH3:4].C(N(CC)CC)C.Cl[C:28](Cl)([O:30]C(=O)OC(Cl)(Cl)Cl)Cl, predict the reaction product. The product is: [CH3:4][C:3]1([CH3:5])[CH2:2][O:1][C:28](=[O:30])[N:6]1[C:7]1[S:8][CH:9]=[C:10]([C:12]2[N:16]([CH3:17])[CH:15]=[C:14]([C:18]#[N:19])[CH:13]=2)[N:11]=1. (4) Given the reactants [OH:1][C:2]1[CH:3]=[N:4][C:5]([C:8]2[CH:9]=[C:10]([CH:14]([C:16]3[C:21](=[O:22])[CH:20]=[CH:19][N:18]([C:23]4[CH:24]=[N:25][N:26]([CH3:28])[CH:27]=4)[N:17]=3)[CH3:15])[CH:11]=[CH:12][CH:13]=2)=[N:6][CH:7]=1.C([O-])([O-])=O.[K+].[K+].[CH3:35][C:36]1([O:39][CH2:38]1)[CH3:37].[NH4+].[Cl-], predict the reaction product. The product is: [OH:39][C:36]([CH3:38])([CH3:37])[CH2:35][O:1][C:2]1[CH:3]=[N:4][C:5]([C:8]2[CH:9]=[C:10]([CH:14]([C:16]3[C:21](=[O:22])[CH:20]=[CH:19][N:18]([C:23]4[CH:24]=[N:25][N:26]([CH3:28])[CH:27]=4)[N:17]=3)[CH3:15])[CH:11]=[CH:12][CH:13]=2)=[N:6][CH:7]=1.